The task is: Predict hERG channel inhibition at various concentrations.. This data is from hERG Central: cardiac toxicity at 1µM, 10µM, and general inhibition. (1) The drug is COc1cccc(CC2(CO)CCCN(C/C=C/c3ccccc3OC)C2)c1. Results: hERG_inhib (hERG inhibition (general)): blocker. (2) The molecule is COc1ccc(C2=NN(C(=O)CN3CCCCC3)C(c3ccc(C)cc3)C2)cc1. Results: hERG_inhib (hERG inhibition (general)): blocker. (3) The molecule is CC(C)C(=O)N1N=C(c2ccc(NS(C)(=O)=O)cc2)CC1c1cccs1. Results: hERG_inhib (hERG inhibition (general)): blocker.